Task: Predict the reactants needed to synthesize the given product.. Dataset: Full USPTO retrosynthesis dataset with 1.9M reactions from patents (1976-2016) (1) Given the product [Br:1][C:2]1[CH:7]=[CH:6][CH:5]=[C:4]([NH:9][NH2:10])[N:3]=1, predict the reactants needed to synthesize it. The reactants are: [Br:1][C:2]1[CH:7]=[CH:6][CH:5]=[C:4](F)[N:3]=1.[NH2:9][NH2:10]. (2) Given the product [CH3:1][C@@H:2]1[CH2:4][C@H:3]1[C:5]([OH:7])=[O:6].[NH2:8][C@@H:9]([CH2:12][C:13]1[CH:18]=[CH:17][CH:16]=[CH:15][CH:14]=1)[CH2:10][OH:11].[CH3:1][C@@H:2]1[CH2:4][C@H:3]1[C:5]([OH:7])=[O:6], predict the reactants needed to synthesize it. The reactants are: [CH3:1][C@@H:2]1[CH2:4][C@H:3]1[C:5]([OH:7])=[O:6].[NH2:8][C@@H:9]([CH2:12][C:13]1[CH:18]=[CH:17][CH:16]=[CH:15][CH:14]=1)[CH2:10][OH:11].